This data is from Reaction yield outcomes from USPTO patents with 853,638 reactions. The task is: Predict the reaction yield, written as a fraction of the theoretical maximum amount of product (1.0 means a 100% yield; for example, 0.34 means a 34% yield). (1) The reactants are [OH:1][C:2]1[CH:10]=[C:9]2[C:5]([C:6]([C:13]#[N:14])=[CH:7][N:8]2[CH2:11][CH3:12])=[CH:4][CH:3]=1.C([O-])([O-])=O.[K+].[K+].IC.[CH2:23](C(C)=O)[CH3:24]. The catalyst is O. The product is [CH2:23]([O:1][C:2]1[CH:10]=[C:9]2[C:5]([C:6]([C:13]#[N:14])=[CH:7][N:8]2[CH2:11][CH3:12])=[CH:4][CH:3]=1)[CH3:24]. The yield is 1.00. (2) The reactants are [C:1]([O:5][C:6]([NH:8][C:9]([C:21]([O:23]C)=O)=[CH:10][C:11]1[CH:12]=[N+:13]([O-])[CH:14]=[CH:15][C:16]=1[N+:17]([O-])=O)=[O:7])([CH3:4])([CH3:3])[CH3:2].[H][H]. The catalyst is C(O)C.[Pd]. The product is [C:1]([O:5][C:6](=[O:7])[NH:8][CH:9]1[CH2:10][C:11]2[C:16](=[CH:15][CH:14]=[N:13][CH:12]=2)[NH:17][C:21]1=[O:23])([CH3:4])([CH3:3])[CH3:2]. The yield is 0.450. (3) The reactants are [OH:1][C:2]1[CH:3]=[CH:4][C:5]2[N:9]=[C:8]([CH2:10][O:11][C:12]3[CH:13]=[C:14]([CH:19]=[CH:20][CH:21]=3)[C:15]([O:17][CH3:18])=[O:16])[N:7]([CH3:22])[C:6]=2[CH:23]=1.[Br:24][C:25]1[C:26]([CH3:32])=[N:27][C:28](F)=[CH:29][CH:30]=1.N1C2C(=CC=C3C=2N=CC=C3)C=CC=1.C(=O)([O-])[O-].[Cs+].[Cs+]. The catalyst is [Cu](I)I.CN(C=O)C. The product is [Br:24][C:25]1[CH:30]=[CH:29][C:28]([O:1][C:2]2[CH:3]=[CH:4][C:5]3[N:9]=[C:8]([CH2:10][O:11][C:12]4[CH:13]=[C:14]([CH:19]=[CH:20][CH:21]=4)[C:15]([O:17][CH3:18])=[O:16])[N:7]([CH3:22])[C:6]=3[CH:23]=2)=[N:27][C:26]=1[CH3:32]. The yield is 0.140. (4) The reactants are Cl.[NH2:2][CH2:3][C:4](=[O:17])[C:5]([C:8]1[CH:13]=[CH:12][C:11]([F:14])=[C:10]([O:15][CH3:16])[CH:9]=1)([CH3:7])[CH3:6].[F:18][C:19]1[CH:24]=[CH:23][C:22]([N:25]=[C:26]=[S:27])=[CH:21][CH:20]=1.CCN(CC)CC. The catalyst is C(Cl)Cl. The product is [F:14][C:11]1[CH:12]=[CH:13][C:8]([C:5]([CH3:7])([CH3:6])[C:4](=[O:17])[CH2:3][NH:2][C:26]([NH:25][C:22]2[CH:23]=[CH:24][C:19]([F:18])=[CH:20][CH:21]=2)=[S:27])=[CH:9][C:10]=1[O:15][CH3:16]. The yield is 0.880. (5) The reactants are [Cl:1][C:2]1[CH:7]=[CH:6][CH:5]=[CH:4][C:3]=1I.[CH2:9]([OH:13])[CH2:10][CH:11]=[CH2:12].C(=O)(O)[O-].[Na+].O. The catalyst is CN(C)C=O.[Cl-].C([N+](CCCC)(CCCC)CCCC)CCC.C([O-])(=O)C.[Pd+2].C([O-])(=O)C. The product is [Cl:1][C:2]1[CH:7]=[CH:6][CH:5]=[CH:4][C:3]=1[CH2:12][CH2:11][CH2:10][CH:9]=[O:13]. The yield is 0.810. (6) The reactants are [C:1]([C:5]1[CH:6]=[C:7]([N:12]2[C:16]([CH2:17][CH:18]3[CH2:23][CH2:22][CH2:21][CH2:20][CH2:19]3)=[CH:15][C:14]([C:24]([O:26][CH3:27])=[O:25])=[N:13]2)[CH:8]=[C:9]([CH3:11])[CH:10]=1)([CH3:4])([CH3:3])[CH3:2].C(Cl)[Cl:29]. No catalyst specified. The product is [C:1]([C:5]1[CH:6]=[C:7]([N:12]2[C:16]([CH2:17][CH:18]3[CH2:19][CH2:20][CH2:21][CH2:22][CH2:23]3)=[C:15]([Cl:29])[C:14]([C:24]([O:26][CH3:27])=[O:25])=[N:13]2)[CH:8]=[C:9]([CH3:11])[CH:10]=1)([CH3:4])([CH3:2])[CH3:3]. The yield is 1.00. (7) The reactants are [NH2:1][C:2]1[C:3]([F:24])=[CH:4][C:5]([Cl:23])=[C:6]([C:8]2[C:9](=[O:22])[N:10]([CH2:20][CH3:21])[C:11]3[C:16]([CH:17]=2)=[CH:15][N:14]=[C:13]([NH:18][CH3:19])[CH:12]=3)[CH:7]=1.N1C=CC=CC=1.[F:31][C:32]1[CH:37]=[C:36]([N:38]=[C:39]=[O:40])[CH:35]=[C:34]([F:41])[CH:33]=1. The catalyst is C(Cl)Cl. The product is [ClH:23].[Cl:23][C:5]1[C:6]([C:8]2[C:9](=[O:22])[N:10]([CH2:20][CH3:21])[C:11]3[C:16]([CH:17]=2)=[CH:15][N:14]=[C:13]([NH:18][CH3:19])[CH:12]=3)=[CH:7][C:2]([NH:1][C:39]([NH:38][C:36]2[CH:35]=[C:34]([F:41])[CH:33]=[C:32]([F:31])[CH:37]=2)=[O:40])=[C:3]([F:24])[CH:4]=1. The yield is 0.260. (8) The reactants are [F:1][C:2]1[CH:3]=[C:4]([C:11]2[CH:16]=[CH:15][C:14]([C:17]([CH:19]3[CH2:23][CH2:22][CH2:21][CH:20]3[C:24]([O:26][CH3:27])=[O:25])=[O:18])=[CH:13][CH:12]=2)[CH:5]=[CH:6][C:7]=1[NH:8]C=O.Cl. The catalyst is CO. The product is [NH2:8][C:7]1[CH:6]=[CH:5][C:4]([C:11]2[CH:12]=[CH:13][C:14]([C:17]([CH:19]3[CH2:23][CH2:22][CH2:21][CH:20]3[C:24]([O:26][CH3:27])=[O:25])=[O:18])=[CH:15][CH:16]=2)=[CH:3][C:2]=1[F:1]. The yield is 0.890. (9) The reactants are [O:1]=[C:2]1[C:7]2[CH:8]=[CH:9][O:10][C:6]=2[C:5]([CH2:11][C:12](OC)=O)=[CH:4][NH:3]1.[C-]#[N:17].[Na+].CS(C)=O. The catalyst is C(OCC)(=O)C. The product is [O:1]=[C:2]1[C:7]2[CH:8]=[CH:9][O:10][C:6]=2[C:5]([CH2:11][C:12]#[N:17])=[CH:4][NH:3]1. The yield is 0.630.